This data is from Rat liver microsome stability data. The task is: Regression/Classification. Given a drug SMILES string, predict its absorption, distribution, metabolism, or excretion properties. Task type varies by dataset: regression for continuous measurements (e.g., permeability, clearance, half-life) or binary classification for categorical outcomes (e.g., BBB penetration, CYP inhibition). Dataset: rlm. (1) The compound is CN(C)c1nc(NCc2ccc(NC(=O)c3ccc(F)cc3)cc2)c2ccc(C#N)cc2n1. The result is 1 (stable in rat liver microsomes). (2) The compound is Clc1ccc(C2=Nn3c(nnc3-c3ccncc3)SC2)cc1. The result is 1 (stable in rat liver microsomes). (3) The drug is Cc1c2c(n3c1CCCCN1CCC[C@@H]1CNc1cc-3ccc1C(N)=O)CC(C)(C)CC2=O. The result is 1 (stable in rat liver microsomes).